From a dataset of Merck oncology drug combination screen with 23,052 pairs across 39 cell lines. Regression. Given two drug SMILES strings and cell line genomic features, predict the synergy score measuring deviation from expected non-interaction effect. (1) Drug 1: NC1(c2ccc(-c3nc4ccn5c(=O)[nH]nc5c4cc3-c3ccccc3)cc2)CCC1. Drug 2: Cn1cc(-c2cnn3c(N)c(Br)c(C4CCCNC4)nc23)cn1. Cell line: A375. Synergy scores: synergy=22.6. (2) Drug 1: CN1C(=O)C=CC2(C)C3CCC4(C)C(NC(=O)OCC(F)(F)F)CCC4C3CCC12. Drug 2: O=C(CCCCCCC(=O)Nc1ccccc1)NO. Cell line: SKOV3. Synergy scores: synergy=29.7. (3) Drug 1: COc1cc(C2c3cc4c(cc3C(OC3OC5COC(C)OC5C(O)C3O)C3COC(=O)C23)OCO4)cc(OC)c1O. Drug 2: CC1(c2nc3c(C(N)=O)cccc3[nH]2)CCCN1. Cell line: SKMEL30. Synergy scores: synergy=-4.58. (4) Drug 1: O=C(O)C1(Cc2cccc(Nc3nccs3)n2)CCC(Oc2cccc(Cl)c2F)CC1. Drug 2: CC(C)CC(NC(=O)C(Cc1ccccc1)NC(=O)c1cnccn1)B(O)O. Cell line: MSTO. Synergy scores: synergy=64.7. (5) Drug 1: CN1C(=O)C=CC2(C)C3CCC4(C)C(NC(=O)OCC(F)(F)F)CCC4C3CCC12. Drug 2: CN(C)C(=N)N=C(N)N. Cell line: HT29. Synergy scores: synergy=-1.68. (6) Drug 1: N#Cc1ccc(Cn2cncc2CN2CCN(c3cccc(Cl)c3)C(=O)C2)cc1. Drug 2: Cn1c(=O)n(-c2ccc(C(C)(C)C#N)cc2)c2c3cc(-c4cnc5ccccc5c4)ccc3ncc21. Cell line: SW837. Synergy scores: synergy=28.4. (7) Drug 1: O=C(NOCC(O)CO)c1ccc(F)c(F)c1Nc1ccc(I)cc1F. Drug 2: CNC(=O)c1cc(Oc2ccc(NC(=O)Nc3ccc(Cl)c(C(F)(F)F)c3)cc2)ccn1. Cell line: A2058. Synergy scores: synergy=32.8.